Predict the product of the given reaction. From a dataset of Forward reaction prediction with 1.9M reactions from USPTO patents (1976-2016). Given the reactants Cl.Cl[CH2:3][C:4]1[C:9]([F:10])=[CH:8][C:7]([F:11])=[CH:6][N:5]=1.BrCC1CCCCO1.[NH:20]1[C:28]2[C:23](=[CH:24][CH:25]=[CH:26][CH:27]=2)[C:22]2([C:40]3[C:31](=[CH:32][C:33]4[O:38][CH2:37][CH2:36][O:35][C:34]=4[CH:39]=3)[O:30][CH2:29]2)[C:21]1=[O:41], predict the reaction product. The product is: [F:10][C:9]1[C:4]([CH2:3][N:20]2[C:28]3[C:23](=[CH:24][CH:25]=[CH:26][CH:27]=3)[C:22]3([C:40]4[C:31](=[CH:32][C:33]5[O:38][CH2:37][CH2:36][O:35][C:34]=5[CH:39]=4)[O:30][CH2:29]3)[C:21]2=[O:41])=[N:5][CH:6]=[C:7]([F:11])[CH:8]=1.